This data is from Reaction yield outcomes from USPTO patents with 853,638 reactions. The task is: Predict the reaction yield, written as a fraction of the theoretical maximum amount of product (1.0 means a 100% yield; for example, 0.34 means a 34% yield). (1) The reactants are [CH:1]([C:3]1[CH:17]=[CH:16][C:6]([O:7][C:8]2[CH:15]=[CH:14][C:11]([C:12]#[N:13])=[CH:10][CH:9]=2)=[CH:5][CH:4]=1)=[O:2].CS(C)=[O:20].C(=O)([O-])[O-].[K+].[K+].OO. The catalyst is O. The product is [CH:1]([C:3]1[CH:17]=[CH:16][C:6]([O:7][C:8]2[CH:15]=[CH:14][C:11]([C:12]([NH2:13])=[O:20])=[CH:10][CH:9]=2)=[CH:5][CH:4]=1)=[O:2]. The yield is 0.770. (2) The reactants are [NH:1]([C:16]([O:18][CH2:19][C:20]1[CH:25]=[CH:24][CH:23]=[CH:22][CH:21]=1)=[O:17])[C@H:2]([C:6]([N:8]1[CH2:15][CH2:14][CH2:13][C@H:9]1[C:10](O)=[O:11])=[O:7])[CH:3]([CH3:5])[CH3:4].S(Cl)([Cl:28])=O. The catalyst is ClCCl. The product is [NH:1]([C:16]([O:18][CH2:19][C:20]1[CH:25]=[CH:24][CH:23]=[CH:22][CH:21]=1)=[O:17])[C@H:2]([C:6]([N:8]1[CH2:15][CH2:14][CH2:13][C@H:9]1[C:10]([Cl:28])=[O:11])=[O:7])[CH:3]([CH3:5])[CH3:4]. The yield is 1.00. (3) The reactants are [CH3:1][N:2]1[C:6]2[CH:7]=[CH:8][S:9][C:5]=2[C:4]([CH3:10])=[N:3]1.C([Li])CCC.[CH2:16]([Sn:20]([CH2:26][CH2:27][CH2:28][CH3:29])([CH2:22][CH2:23][CH2:24][CH3:25])Cl)[CH2:17][CH2:18][CH3:19]. The catalyst is C1COCC1. The product is [CH3:1][N:2]1[C:6]2[CH:7]=[C:8]([Sn:20]([CH2:22][CH2:23][CH2:24][CH3:25])([CH2:26][CH2:27][CH2:28][CH3:29])[CH2:16][CH2:17][CH2:18][CH3:19])[S:9][C:5]=2[C:4]([CH3:10])=[N:3]1. The yield is 0.910. (4) The reactants are [C:1]([CH:4]([CH2:16][CH2:17][C:18]1[CH:23]=[CH:22][C:21]([C:24]#[N:25])=[CH:20][CH:19]=1)[CH2:5][C:6]1[CH:15]=[CH:14][C:9]([C:10]([O:12][CH3:13])=[O:11])=[CH:8][CH:7]=1)(O)=[O:2].C(=O)(O)[O-].[Na+]. The catalyst is C1COCC1. The product is [C:24]([C:21]1[CH:20]=[CH:19][C:18]([CH2:17][CH2:16][CH:4]([CH2:1][OH:2])[CH2:5][C:6]2[CH:7]=[CH:8][C:9]([C:10]([O:12][CH3:13])=[O:11])=[CH:14][CH:15]=2)=[CH:23][CH:22]=1)#[N:25]. The yield is 0.830. (5) The reactants are [F:1][C:2]1[CH:7]=[CH:6][C:5]([CH2:8][CH2:9]OS(C2C=CC(C)=CC=2)(=O)=O)=[CH:4][CH:3]=1.Cl.Cl.[CH2:23]([O:25][C:26]([C@H:28]1[C@H:33]([N:34]([CH2:36][C:37]2[CH:42]=[CH:41][CH:40]=[CH:39][CH:38]=2)[CH3:35])[CH2:32][CH2:31][NH:30][CH2:29]1)=[O:27])[CH3:24].C(=O)([O-])[O-].[K+].[K+]. The catalyst is C(#N)C. The product is [CH2:23]([O:25][C:26]([C@H:28]1[C@H:33]([N:34]([CH2:36][C:37]2[CH:38]=[CH:39][CH:40]=[CH:41][CH:42]=2)[CH3:35])[CH2:32][CH2:31][N:30]([CH2:9][CH2:8][C:5]2[CH:4]=[CH:3][C:2]([F:1])=[CH:7][CH:6]=2)[CH2:29]1)=[O:27])[CH3:24]. The yield is 0.650. (6) The product is [CH:3]1([CH:9]2[C:18]3[C:13](=[CH:14][C:15]([O:19][CH3:20])=[CH:16][CH:17]=3)[CH2:12][CH2:11][NH:10]2)[CH2:4][CH2:5][CH2:6][CH2:7][CH2:8]1. The catalyst is CO. The yield is 0.930. The reactants are [BH4-].[Na+].[CH:3]1([C:9]2[C:18]3[C:13](=[CH:14][C:15]([O:19][CH3:20])=[CH:16][CH:17]=3)[CH2:12][CH2:11][N:10]=2)[CH2:8][CH2:7][CH2:6][CH2:5][CH2:4]1.